Dataset: Catalyst prediction with 721,799 reactions and 888 catalyst types from USPTO. Task: Predict which catalyst facilitates the given reaction. (1) Reactant: [F:1][C:2]1[CH:7]=[CH:6][CH:5]=[C:4]([F:8])[C:3]=1[N:9]1[C:13](SC2C=CC=CC=2)=[CH:12][C:11]([C:21]([O:23][CH2:24][CH3:25])=[O:22])=[N:10]1.Cl[C:27]1[CH:32]=[CH:31][CH:30]=[C:29](C(OO)=O)[CH:28]=1.[S:37]([O-:41])([O-])(=[O:39])=S.[Na+].[Na+]. Product: [F:1][C:2]1[CH:7]=[CH:6][CH:5]=[C:4]([F:8])[C:3]=1[N:9]1[C:13]([S:37]([C:27]2[CH:28]=[CH:29][CH:30]=[CH:31][CH:32]=2)(=[O:41])=[O:39])=[CH:12][C:11]([C:21]([O:23][CH2:24][CH3:25])=[O:22])=[N:10]1. The catalyst class is: 13. (2) Reactant: [CH3:1][C:2]1O[C:10](=[O:12])[C:5]2=[CH:6][N:7]=[CH:8][CH:9]=[C:4]2[CH:3]=1.[C:13]([O:17][C:18]([CH3:21])([CH3:20])[CH3:19])(=[O:16])[NH:14][NH2:15]. Product: [C:18]([O:17][C:13](=[O:16])[NH:14][N:15]1[C:2]([CH3:1])=[CH:3][C:4]2[C:5](=[CH:6][N:7]=[CH:8][CH:9]=2)[C:10]1=[O:12])([CH3:21])([CH3:20])[CH3:19]. The catalyst class is: 8.